This data is from Reaction yield outcomes from USPTO patents with 853,638 reactions. The task is: Predict the reaction yield, written as a fraction of the theoretical maximum amount of product (1.0 means a 100% yield; for example, 0.34 means a 34% yield). The reactants are [Cl:1][C:2]1[CH:7]=[CH:6][CH:5]=[C:4]([N+:8]([O-:10])=[O:9])[C:3]=1Cl.[C:12]([O:16][C:17]([N:19]1[CH2:24][CH2:23][NH:22][CH2:21][CH2:20]1)=[O:18])([CH3:15])([CH3:14])[CH3:13].C([O-])([O-])=O.[K+].[K+]. The catalyst is C(#N)C. The product is [C:12]([O:16][C:17]([N:19]1[CH2:24][CH2:23][N:22]([C:3]2[C:4]([N+:8]([O-:10])=[O:9])=[CH:5][CH:6]=[CH:7][C:2]=2[Cl:1])[CH2:21][CH2:20]1)=[O:18])([CH3:15])([CH3:13])[CH3:14]. The yield is 0.700.